Task: Regression. Given a peptide amino acid sequence and an MHC pseudo amino acid sequence, predict their binding affinity value. This is MHC class II binding data.. Dataset: Peptide-MHC class II binding affinity with 134,281 pairs from IEDB (1) The peptide sequence is AAAWAGTTVYGAFAA. The MHC is HLA-DPA10103-DPB10601 with pseudo-sequence HLA-DPA10103-DPB10601. The binding affinity (normalized) is 0.220. (2) The peptide sequence is INAIFEENEVDISVV. The MHC is DRB1_0404 with pseudo-sequence DRB1_0404. The binding affinity (normalized) is 0.450. (3) The peptide sequence is MVTQMAMTDTTPFGQQR. The MHC is DRB1_0301 with pseudo-sequence DRB1_0301. The binding affinity (normalized) is 0.568. (4) The peptide sequence is QGEPGAVIRGKKGAG. The binding affinity (normalized) is 0. The MHC is HLA-DQA10401-DQB10402 with pseudo-sequence HLA-DQA10401-DQB10402. (5) The MHC is HLA-DQA10102-DQB10502 with pseudo-sequence HLA-DQA10102-DQB10502. The peptide sequence is EQQWNFAGIEAAASA. The binding affinity (normalized) is 0.199. (6) The MHC is HLA-DQA10501-DQB10201 with pseudo-sequence HLA-DQA10501-DQB10201. The binding affinity (normalized) is 0.348. The peptide sequence is AGTNYNKTVASLMNA. (7) The peptide sequence is GAFLVRNGKKLIPSW. The MHC is DRB3_0101 with pseudo-sequence DRB3_0101. The binding affinity (normalized) is 0.487. (8) The peptide sequence is IVPPADKYRTFVATF. The MHC is HLA-DPA10301-DPB10402 with pseudo-sequence HLA-DPA10301-DPB10402. The binding affinity (normalized) is 0.0579. (9) The peptide sequence is GELQIVDTIDAAFKI. The MHC is DRB1_1201 with pseudo-sequence DRB1_1201. The binding affinity (normalized) is 0.622. (10) The peptide sequence is LEKEDFTRGKLMSSL. The MHC is DRB3_0101 with pseudo-sequence DRB3_0101. The binding affinity (normalized) is 0.192.